From a dataset of Reaction yield outcomes from USPTO patents with 853,638 reactions. Predict the reaction yield, written as a fraction of the theoretical maximum amount of product (1.0 means a 100% yield; for example, 0.34 means a 34% yield). (1) The reactants are C(N(CC)CC)C.[CH3:8][O:9][C:10]1[CH:11]=[C:12](I)[CH:13]=[CH:14][C:15]=1[O:16][CH3:17].[CH2:19]([N:23]1[CH2:27][CH2:26][O:25][C:24]1=[O:28])[CH2:20][C:21]#[CH:22]. The catalyst is C1COCC1. The product is [CH3:8][O:9][C:10]1[CH:11]=[C:12]([C:22]#[C:21][CH2:20][CH2:19][N:23]2[CH2:27][CH2:26][O:25][C:24]2=[O:28])[CH:13]=[CH:14][C:15]=1[O:16][CH3:17]. The yield is 0.800. (2) The reactants are C([O:3][C:4]([C:6]1([NH:11][C:12]([CH:14]2[CH2:18][CH:17]([OH:19])[CH2:16][CH:15]2[C:20](=[O:29])[N:21]([CH2:23][CH2:24][CH2:25][CH2:26][CH:27]=[CH2:28])[CH3:22])=[O:13])[CH2:8][CH:7]1[CH:9]=[CH2:10])=[O:5])C.[Li+].[OH-].Cl. The catalyst is CN(C=O)C. The product is [CH2:23]([N:21]([CH3:22])[C:20]([CH:15]1[CH2:16][CH:17]([OH:19])[CH2:18][CH:14]1[C:12]([NH:11][C:6]1([C:4]([OH:5])=[O:3])[CH2:8][CH:7]1[CH:9]=[CH2:10])=[O:13])=[O:29])[CH2:24][CH2:25][CH2:26][CH:27]=[CH2:28]. The yield is 0.900. (3) The reactants are [Cl:1][C:2]1[CH:3]=[C:4]2[C:13](=[CH:14][N:15]=1)[C:12]1[N:8]([CH:9]=[C:10]([C:16]([NH2:18])=[O:17])[N:11]=1)[CH2:7][CH2:6][O:5]2.[CH3:19][N:20]([CH:22](OC)OC)[CH3:21]. The catalyst is O1CCOCC1. The product is [Cl:1][C:2]1[CH:3]=[C:4]2[C:13](=[CH:14][N:15]=1)[C:12]1[N:8]([CH:9]=[C:10]([C:16](/[N:18]=[CH:19]/[N:20]([CH3:22])[CH3:21])=[O:17])[N:11]=1)[CH2:7][CH2:6][O:5]2. The yield is 0.680. (4) The reactants are [Cl:1][C:2]1[CH:26]=[CH:25][C:5]([O:6][CH2:7][C:8]2[NH:9][C:10]3[C:16]([O:17][CH2:18][C:19]4[CH:24]=[CH:23][CH:22]=[CH:21][CH:20]=4)=[CH:15][CH:14]=[CH:13][C:11]=3[N:12]=2)=[CH:4][CH:3]=1.[H-].[Na+].ClC1C=CC(OCC2N([CH2:41][CH2:42][CH2:43][CH:44]3[CH2:49][CH2:48][CH2:47][N:46]([C:50]([O:52][C:53]([CH3:56])([CH3:55])[CH3:54])=[O:51])[CH2:45]3)C3C=CC=C(O[CH2:41][CH2:42][CH2:43][CH:44]4[CH2:49][CH2:48][CH2:47][N:46]([C:50]([O:52][C:53]([CH3:55])([CH3:54])[CH3:56])=[O:51])[CH2:45]4)C=3N=2)=CC=1. The catalyst is CN(C)C=O. The product is [Cl:1][C:2]1[CH:3]=[CH:4][C:5]([O:6][CH2:7][C:8]2[N:12]([CH2:41][CH2:42][CH2:43][CH:44]3[CH2:49][CH2:48][CH2:47][N:46]([C:50]([O:52][C:53]([CH3:54])([CH3:56])[CH3:55])=[O:51])[CH2:45]3)[C:11]3[CH:13]=[CH:14][CH:15]=[C:16]([O:17][CH2:18][C:19]4[CH:20]=[CH:21][CH:22]=[CH:23][CH:24]=4)[C:10]=3[N:9]=2)=[CH:25][CH:26]=1. The yield is 0.380. (5) The product is [CH3:51][C:14]([CH3:50])([CH3:13])[CH2:15][O:16][C:17]1[CH:18]=[CH:19][C:20]([C:23]2[C:28](=[O:29])[N:27]([CH2:30][C:31]3[CH:36]=[CH:35][C:34]([C:37]4[CH:42]=[CH:41][CH:40]=[CH:39][C:38]=4[C:43]4[NH:3][C:4](=[O:7])[O:5][N:44]=4)=[CH:33][CH:32]=3)[C:26]([CH2:45][CH2:46][CH3:47])=[N:25][C:24]=2[CH2:48][CH3:49])=[CH:21][CH:22]=1. The yield is 0.650. The catalyst is C(OCC)(=O)C. The reactants are [Cl-].O[NH3+:3].[C:4](=[O:7])([O-])[OH:5].[Na+].CS(C)=O.[CH3:13][C:14]([CH3:51])([CH3:50])[CH2:15][O:16][C:17]1[CH:22]=[CH:21][C:20]([C:23]2[C:28](=[O:29])[N:27]([CH2:30][C:31]3[CH:36]=[CH:35][C:34]([C:37]4[C:38]([C:43]#[N:44])=[CH:39][CH:40]=[CH:41][CH:42]=4)=[CH:33][CH:32]=3)[C:26]([CH2:45][CH2:46][CH3:47])=[N:25][C:24]=2[CH2:48][CH3:49])=[CH:19][CH:18]=1. (6) The product is [C:37]([C:32]1[CH:33]=[CH:34][CH:35]=[CH:36][C:31]=1[NH:30][C@@H:4]([CH2:5][C:6]1[CH:11]=[CH:10][C:9]([O:12][CH2:13][CH2:14][N:15]2[C:21]3[CH:22]=[CH:23][CH:24]=[CH:25][C:20]=3[CH:19]=[CH:18][C:17]3[CH:26]=[CH:27][CH:28]=[CH:29][C:16]2=3)=[CH:8][CH:7]=1)[C:3]([OH:45])=[O:2])(=[O:44])[C:38]1[CH:43]=[CH:42][CH:41]=[CH:40][CH:39]=1. The yield is 0.590. The reactants are C[O:2][C:3](=[O:45])[C@@H:4]([NH:30][C:31]1[CH:36]=[CH:35][CH:34]=[CH:33][C:32]=1[C:37](=[O:44])[C:38]1[CH:43]=[CH:42][CH:41]=[CH:40][CH:39]=1)[CH2:5][C:6]1[CH:11]=[CH:10][C:9]([O:12][CH2:13][CH2:14][N:15]2[C:21]3[CH:22]=[CH:23][CH:24]=[CH:25][C:20]=3[CH:19]=[CH:18][C:17]3[CH:26]=[CH:27][CH:28]=[CH:29][C:16]2=3)=[CH:8][CH:7]=1.[OH-].[Na+]. The catalyst is C(O)C. (7) The reactants are Br[C:2]1[N:6]2[N:7]=[C:8]([NH:11][CH2:12][CH2:13][CH2:14][CH3:15])[CH:9]=[CH:10][C:5]2=[N:4][CH:3]=1.[NH:16]1[CH:20]=[C:19](B(O)O)[CH:18]=[N:17]1.[C:24](=[O:27])([O-])[O-:25].[K+].[K+]. The catalyst is CC#N.O.Cl[Pd](Cl)([P](C1C=CC=CC=1)(C1C=CC=CC=1)C1C=CC=CC=1)[P](C1C=CC=CC=1)(C1C=CC=CC=1)C1C=CC=CC=1. The product is [C:24]([OH:25])(=[O:27])[CH3:2].[CH2:12]([NH:11][C:8]1[CH:9]=[CH:10][C:5]2[N:6]([C:2]([C:20]3[CH:19]=[CH:18][NH:17][N:16]=3)=[CH:3][N:4]=2)[N:7]=1)[CH2:13][CH2:14][CH3:15]. The yield is 0.0200. (8) The reactants are [C:1](=[NH:23])([O:3][CH2:4][CH2:5][C:6]1[CH:11]=[CH:10][C:9]([O:12][C:13]2[CH:14]=[N:15][C:16]([C:19]([F:22])([F:21])[F:20])=[CH:17][CH:18]=2)=[CH:8][CH:7]=1)[NH2:2].[CH2:24](/[C:26](=[CH:32]/O)/[C:27](OCC)=[O:28])[CH3:25].C([O-])([O-])=O.[K+].[K+]. The catalyst is CN(C=O)C. The product is [CH2:24]([C:26]1[C:27](=[O:28])[N:23]=[C:1]([O:3][CH2:4][CH2:5][C:6]2[CH:7]=[CH:8][C:9]([O:12][C:13]3[CH:14]=[N:15][C:16]([C:19]([F:22])([F:21])[F:20])=[CH:17][CH:18]=3)=[CH:10][CH:11]=2)[NH:2][CH:32]=1)[CH3:25]. The yield is 0.267.